From a dataset of Forward reaction prediction with 1.9M reactions from USPTO patents (1976-2016). Predict the product of the given reaction. (1) Given the reactants [C:1]([O:5][C:6]([N:8]1[CH2:13][CH2:12][N:11]([C:14]([C:16]2[C:17]3[C:25]([CH:26]=[CH2:27])=[N:24][N:23]([CH:28]4[CH2:33][CH2:32][CH2:31][CH2:30][O:29]4)[C:18]=3[N:19]=[C:20]([Cl:22])[CH:21]=2)=[O:15])[CH2:10][CH2:9]1)=[O:7])([CH3:4])([CH3:3])[CH3:2].I[C:35]1[CH:36]=[C:37]([CH:42]=[CH:43][CH:44]=1)[CH2:38][N:39]([CH3:41])[CH3:40].C(=O)([O-])O.[Na+].CN(C)C=O, predict the reaction product. The product is: [C:1]([O:5][C:6]([N:8]1[CH2:13][CH2:12][N:11]([C:14]([C:16]2[C:17]3[C:25](/[CH:26]=[CH:27]/[C:35]4[CH:44]=[CH:43][CH:42]=[C:37]([CH2:38][N:39]([CH3:41])[CH3:40])[CH:36]=4)=[N:24][N:23]([CH:28]4[CH2:33][CH2:32][CH2:31][CH2:30][O:29]4)[C:18]=3[N:19]=[C:20]([Cl:22])[CH:21]=2)=[O:15])[CH2:10][CH2:9]1)=[O:7])([CH3:2])([CH3:3])[CH3:4]. (2) Given the reactants [F:1][C:2]1([C:10]2[N:14]([CH3:15])[N:13]=[CH:12][C:11]=2[N+:16]([O-:18])=[O:17])[CH2:9][CH2:8][CH:7]2[CH:5]([O:6]2)[CH2:4][CH2:3]1.[Cl-].[NH4+].[N-:21]=[N+:22]=[N-:23].[Na+], predict the reaction product. The product is: [N:21]([CH:7]1[CH2:8][CH2:9][C:2]([F:1])([C:10]2[N:14]([CH3:15])[N:13]=[CH:12][C:11]=2[N+:16]([O-:18])=[O:17])[CH2:3][CH2:4][CH:5]1[OH:6])=[N+:22]=[N-:23]. (3) Given the reactants [Li]CCCC.[CH2:6]([N:13]([CH2:18][CH2:19][OH:20])[C:14]([NH:16][CH3:17])=[O:15])[C:7]1[CH:12]=[CH:11][CH:10]=[CH:9][CH:8]=1.[CH3:21][C:22]1[CH:27]=[CH:26][C:25]([S:28](Cl)(=[O:30])=[O:29])=[CH:24][CH:23]=1, predict the reaction product. The product is: [CH2:6]([N:13]([CH2:18][CH2:19][O:20][S:28]([C:25]1[CH:26]=[CH:27][C:22]([CH3:21])=[CH:23][CH:24]=1)(=[O:30])=[O:29])[C:14]([NH:16][CH3:17])=[O:15])[C:7]1[CH:12]=[CH:11][CH:10]=[CH:9][CH:8]=1. (4) Given the reactants [C:1]1([NH:7][C:8]2[C:16]3[C:15]4[CH2:17][NH:18][CH2:19][CH2:20][C:14]=4[NH:13][C:12]=3[N:11]=[CH:10][CH:9]=2)[CH:6]=[CH:5][CH:4]=[CH:3][CH:2]=1.[Cl:21][C:22]1[CH:23]=[C:24]([N:28]=[C:29]=[O:30])[CH:25]=[CH:26][CH:27]=1.C(N(CC)CC)C, predict the reaction product. The product is: [Cl:21][C:22]1[CH:23]=[C:24]([NH:28][C:29]([N:18]2[CH2:19][CH2:20][C:14]3[NH:13][C:12]4[N:11]=[CH:10][CH:9]=[C:8]([NH:7][C:1]5[CH:2]=[CH:3][CH:4]=[CH:5][CH:6]=5)[C:16]=4[C:15]=3[CH2:17]2)=[O:30])[CH:25]=[CH:26][CH:27]=1. (5) The product is: [Cl:30][C:25]1[CH:26]=[CH:27][CH:28]=[CH:29][C:24]=1[CH2:23][O:22][C:20](=[O:21])[NH:19][C:17]1[CH:16]=[N:15][N:14]([CH2:13][C:11]2[N:12]=[C:8]([CH2:6][OH:5])[S:9][CH:10]=2)[CH:18]=1. Given the reactants N#N.C([O:5][C:6]([C:8]1[S:9][CH:10]=[C:11]([CH2:13][N:14]2[CH:18]=[C:17]([NH:19][C:20]([O:22][CH2:23][C:24]3[CH:29]=[CH:28][CH:27]=[CH:26][C:25]=3[Cl:30])=[O:21])[CH:16]=[N:15]2)[N:12]=1)=O)C.CC(C[AlH]CC(C)C)C, predict the reaction product. (6) Given the reactants [CH3:1][O:2][C:3]1[CH:4]=[CH:5][C:6]2[O:11][CH2:10][C:9](=[O:12])[NH:8][C:7]=2[CH:13]=1.[H-].[Na+].Br[CH2:17][C:18]([O:20][CH2:21][CH3:22])=[O:19].FC(F)(F)C(O)=O, predict the reaction product. The product is: [CH2:21]([O:20][C:18](=[O:19])[CH2:17][N:8]1[C:7]2[CH:13]=[C:3]([O:2][CH3:1])[CH:4]=[CH:5][C:6]=2[O:11][CH2:10][C:9]1=[O:12])[CH3:22]. (7) Given the reactants [F:1][C:2]([C:5]1[N:6]=[C:7]([CH2:10][N:11]2[N:15]=[C:14]([NH2:16])[CH:13]=[N:12]2)[S:8][CH:9]=1)([F:4])[CH3:3].[CH3:17][C:18]1[O:19][C:20]([C:26]2[CH:31]=[CH:30][CH:29]=[C:28]([C:32]([F:35])([F:34])[F:33])[CH:27]=2)=[C:21]([C:23](O)=[O:24])[N:22]=1, predict the reaction product. The product is: [F:1][C:2]([C:5]1[N:6]=[C:7]([CH2:10][N:11]2[N:15]=[C:14]([NH:16][C:23]([C:21]3[N:22]=[C:18]([CH3:17])[O:19][C:20]=3[C:26]3[CH:31]=[CH:30][CH:29]=[C:28]([C:32]([F:35])([F:33])[F:34])[CH:27]=3)=[O:24])[CH:13]=[N:12]2)[S:8][CH:9]=1)([F:4])[CH3:3]. (8) Given the reactants [CH2:1]=[CH:2][C:3]1[CH:8]=[CH:7][CH:6]=[CH:5][CH:4]=1, predict the reaction product. The product is: [CH2:1]=[CH:2][CH:3]=[CH2:4].[CH2:1]=[CH:2][C:3](=[CH2:4])[CH3:8].[CH2:1]=[CH:2][C:3]1[CH:8]=[CH:7][CH:6]=[CH:5][CH:4]=1.[CH2:1]=[CH:2][C:3](=[CH2:4])[CH3:8].[CH2:1]=[CH:2][C:3]1[CH:8]=[CH:7][CH:6]=[CH:5][CH:4]=1. (9) Given the reactants C(O)C(O)C.[CH:6]1[CH:7]=[N:8][C:9]([N:12]2[CH2:17][CH2:16][N:15]([CH2:18][CH2:19][CH2:20][CH2:21][N:22]3[C:32](=[O:33])[CH2:31][C:26]4([CH2:30][CH2:29][CH2:28][CH2:27]4)[CH2:25][C:23]3=[O:24])[CH2:14][CH2:13]2)=[N:10][CH:11]=1.Cl, predict the reaction product. The product is: [CH:6]1[CH:11]=[N:10][C:9]([N:12]2[CH2:17][CH2:16][N:15]([CH2:18][CH2:19][CH2:20][CH2:21][N:22]3[C:32](=[O:33])[CH2:31][C:26]4([CH2:27][CH2:28][CH2:29][CH2:30]4)[CH2:25][C:23]3=[O:24])[CH2:14][CH2:13]2)=[N:8][CH:7]=1. (10) The product is: [CH3:24][N:25]1[C:26](=[O:57])[C:27]([NH:40][C:41]2[CH:46]=[CH:45][C:44]([N:47]3[CH2:52][CH2:51][N:50]([CH:53]4[CH2:54][O:55][CH2:56]4)[CH2:49][CH2:48]3)=[CH:43][N:42]=2)=[CH:28][C:29]([C:2]2[CH:9]=[N:8][CH:7]=[C:6]([N:10]3[CH2:22][CH2:21][C:20]4[N:19]5[C:14]([CH2:15][CH2:16][CH2:17][CH2:18]5)=[CH:13][C:12]=4[C:11]3=[O:23])[C:3]=2[CH:4]=[O:5])=[CH:30]1. Given the reactants Br[C:2]1[CH:9]=[N:8][CH:7]=[C:6]([N:10]2[CH2:22][CH2:21][C:20]3[N:19]4[C:14]([CH2:15][CH2:16][CH2:17][CH2:18]4)=[CH:13][C:12]=3[C:11]2=[O:23])[C:3]=1[CH:4]=[O:5].[CH3:24][N:25]1[CH:30]=[C:29](B2OC(C)(C)C(C)(C)O2)[CH:28]=[C:27]([NH:40][C:41]2[CH:46]=[CH:45][C:44]([N:47]3[CH2:52][CH2:51][N:50]([CH:53]4[CH2:56][O:55][CH2:54]4)[CH2:49][CH2:48]3)=[CH:43][N:42]=2)[C:26]1=[O:57].[O-]P([O-])([O-])=O.[K+].[K+].[K+].CC([O-])=O.[Na+], predict the reaction product.